Dataset: CYP2C9 inhibition data for predicting drug metabolism from PubChem BioAssay. Task: Regression/Classification. Given a drug SMILES string, predict its absorption, distribution, metabolism, or excretion properties. Task type varies by dataset: regression for continuous measurements (e.g., permeability, clearance, half-life) or binary classification for categorical outcomes (e.g., BBB penetration, CYP inhibition). Dataset: cyp2c9_veith. (1) The drug is CCNC(=S)NS(=O)(=O)c1ccccc1. The result is 0 (non-inhibitor). (2) The drug is COC(=O)c1[nH]c(C)c(/C(O)=C2\C(=O)C(=O)N(CCN(C)C)C2c2cccs2)c1C. The result is 0 (non-inhibitor). (3) The molecule is c1ccc(CCN2CCN=C2Cc2ccccc2)cc1. The result is 0 (non-inhibitor). (4) The compound is CSCC[C@H](C=O)NC(=O)[C@H](CC(C)C)NC(=O)[C@H](CC(C)C)NC(C)=O. The result is 0 (non-inhibitor).